Dataset: Rat liver microsome stability data. Task: Regression/Classification. Given a drug SMILES string, predict its absorption, distribution, metabolism, or excretion properties. Task type varies by dataset: regression for continuous measurements (e.g., permeability, clearance, half-life) or binary classification for categorical outcomes (e.g., BBB penetration, CYP inhibition). Dataset: rlm. (1) The compound is Cc1cccc(NCc2ccc(O)c3ncccc23)c1. The result is 1 (stable in rat liver microsomes). (2) The molecule is CC(=O)NCC(=O)N1CCc2c(C)c3c(n2-c2ccc(C(N)=O)c(c2)N[C@@H](C)CC1)CC(C)(C)CC3=O. The result is 0 (unstable in rat liver microsomes).